From a dataset of Full USPTO retrosynthesis dataset with 1.9M reactions from patents (1976-2016). Predict the reactants needed to synthesize the given product. (1) Given the product [Cl:17][C:18]1[CH:19]=[N:20][N:21]([C:23]2[CH:28]=[CH:27][C:26]([O:1][CH2:2][C@@H:3]3[C@@H:8]([NH:9][C:10](=[O:16])[O:11][C:12]([CH3:13])([CH3:15])[CH3:14])[CH2:7][CH2:6][O:5][CH2:4]3)=[C:25]([F:30])[CH:24]=2)[CH:22]=1, predict the reactants needed to synthesize it. The reactants are: [OH:1][CH2:2][C@@H:3]1[C@@H:8]([NH:9][C:10](=[O:16])[O:11][C:12]([CH3:15])([CH3:14])[CH3:13])[CH2:7][CH2:6][O:5][CH2:4]1.[Cl:17][C:18]1[CH:19]=[N:20][N:21]([C:23]2[CH:28]=[CH:27][C:26](O)=[C:25]([F:30])[CH:24]=2)[CH:22]=1.C1CCN(C(N=NC(N2CCCCC2)=O)=O)CC1.C(P(CCCC)CCCC)CCC. (2) Given the product [Cl:17][C:16]1[C:11]([C:10]2[C:9]([C:19]3[CH:24]=[CH:23][C:22]([S:25][CH3:26])=[CH:21][N:20]=3)=[C:8]([CH3:27])[N:7]=[N:6][C:5]=2[CH3:1])=[N:12][CH:13]=[C:14]([Cl:18])[CH:15]=1, predict the reactants needed to synthesize it. The reactants are: [CH3:1][Mg]Br.Cl[C:5]1[N:6]=[N:7][C:8]([CH3:27])=[C:9]([C:19]2[CH:24]=[CH:23][C:22]([S:25][CH3:26])=[CH:21][N:20]=2)[C:10]=1[C:11]1[C:16]([Cl:17])=[CH:15][C:14]([Cl:18])=[CH:13][N:12]=1. (3) Given the product [CH2:25]([O:13][C:12](=[O:14])[C:11](=[O:15])[CH2:10][C:9]([C:4]1[CH:5]=[CH:6][C:7]([CH3:8])=[C:2]([Cl:1])[C:3]=1[O:18][CH3:19])([CH3:17])[CH3:16])[CH3:26], predict the reactants needed to synthesize it. The reactants are: [Cl:1][C:2]1[C:3]([O:18][CH3:19])=[C:4]([C:9]([CH3:17])([CH3:16])[CH2:10][C:11](=[O:15])[C:12]([OH:14])=[O:13])[CH:5]=[CH:6][C:7]=1[CH3:8].S(=O)(=O)(O)O.[CH2:25](O)[CH3:26]. (4) The reactants are: [NH2:1][C:2]1[CH:28]=[CH:27][C:26]([N:29]2[CH2:33][CH2:32][CH2:31][CH2:30]2)=[CH:25][C:3]=1[C:4]([NH:6][C:7]1[CH:12]=[CH:11][C:10]([CH2:13][CH2:14][C:15]2[CH:24]=[CH:23][C:18]([C:19]([O:21][CH3:22])=[O:20])=[CH:17][CH:16]=2)=[CH:9][CH:8]=1)=[O:5].[CH2:34]([N:36]([C@H:49]1[CH2:54][CH2:53][C@H:52]([C:55]([O:57][CH3:58])=[O:56])[CH2:51][CH2:50]1)[S:37]([C:40]1[CH:41]=[C:42]([CH:46]=[CH:47][CH:48]=1)[C:43](O)=[O:44])(=[O:39])=[O:38])[CH3:35].CN(C(ON1N=NC2C=CC=CC1=2)=[N+](C)C)C.F[P-](F)(F)(F)(F)F.CCN(C(C)C)C(C)C. Given the product [CH2:34]([N:36]([C@H:49]1[CH2:54][CH2:53][C@H:52]([C:55]([O:57][CH3:58])=[O:56])[CH2:51][CH2:50]1)[S:37]([C:40]1[CH:41]=[C:42]([CH:46]=[CH:47][CH:48]=1)[C:43]([NH:1][C:2]1[CH:28]=[CH:27][C:26]([N:29]2[CH2:33][CH2:32][CH2:31][CH2:30]2)=[CH:25][C:3]=1[C:4]([NH:6][C:7]1[CH:8]=[CH:9][C:10]([CH2:13][CH2:14][C:15]2[CH:24]=[CH:23][C:18]([C:19]([O:21][CH3:22])=[O:20])=[CH:17][CH:16]=2)=[CH:11][CH:12]=1)=[O:5])=[O:44])(=[O:39])=[O:38])[CH3:35], predict the reactants needed to synthesize it. (5) Given the product [CH2:7]([CH:8]1[CH2:9][NH:10][C:32]([C:30]2[S:31][C:27]([N:24]3[CH2:25][CH2:26][N:22]([CH2:21][C:20]4[CH:39]=[CH:40][C:17]([F:16])=[CH:18][CH:19]=4)[C:23]3=[O:38])=[CH:28][C:29]=2[CH3:37])=[N:11]1)[C:1]1[CH:6]=[CH:5][CH:4]=[CH:3][CH:2]=1, predict the reactants needed to synthesize it. The reactants are: [C:1]1([CH2:7][C@H:8]([NH2:11])[CH2:9][NH2:10])[CH:6]=[CH:5][CH:4]=[CH:3][CH:2]=1.C[Al](C)C.[F:16][C:17]1[CH:40]=[CH:39][C:20]([CH2:21][N:22]2[CH2:26][CH2:25][N:24]([C:27]3[S:31][C:30]([C:32](OCC)=O)=[C:29]([CH3:37])[CH:28]=3)[C:23]2=[O:38])=[CH:19][CH:18]=1. (6) Given the product [NH2:13][C:9]1[N:8]=[C:7]([C:14]2[CH:19]=[CH:18][C:17]([Cl:20])=[C:16]([O:21][CH3:22])[C:15]=2[F:23])[N:6]=[C:5]([C:3]([OH:4])=[O:2])[C:10]=1[CH:11]=[CH2:12], predict the reactants needed to synthesize it. The reactants are: C[O:2][C:3]([C:5]1[C:10]([CH:11]=[CH2:12])=[C:9]([NH2:13])[N:8]=[C:7]([C:14]2[CH:19]=[CH:18][C:17]([Cl:20])=[C:16]([O:21][CH3:22])[C:15]=2[F:23])[N:6]=1)=[O:4].[OH-].[Na+].Cl.